From a dataset of Forward reaction prediction with 1.9M reactions from USPTO patents (1976-2016). Predict the product of the given reaction. (1) Given the reactants [OH:1][CH2:2]CC1OC(=O)C(C)(C)C1.[CH2:12]([C:14]([CH2:23][CH3:24])([CH2:20][CH:21]=[CH2:22])[C:15]([O:17]CC)=[O:16])[CH3:13].CC(C)(CC=C)C(OC)=O, predict the reaction product. The product is: [CH2:23]([C:14]1([CH2:12][CH3:13])[CH2:20][CH:21]([CH2:22][CH2:2][OH:1])[O:17][C:15]1=[O:16])[CH3:24]. (2) Given the reactants [C:1]1([CH3:39])[CH:6]=[CH:5][CH:4]=[CH:3][C:2]=1[O:7][C:8]1[CH:13]=[CH:12][CH:11]=[CH:10][C:9]=1[C@:14]([C@@H:22]1[CH2:27][CH2:26][CH2:25][N:24]([C:28]([C@@H:30]2[CH2:34][C@@H:33]([OH:35])[C@H:32]([N:36](C)[CH3:37])[CH2:31]2)=[O:29])[CH2:23]1)([OH:21])[CH2:15][CH2:16][CH2:17][CH2:18][O:19][CH3:20].CN(C)C1C2C(=CC=CC=2N(C)C)C=CC=1.ClC(OC(Cl)C)=O, predict the reaction product. The product is: [C:1]1([CH3:39])[CH:6]=[CH:5][CH:4]=[CH:3][C:2]=1[O:7][C:8]1[CH:13]=[CH:12][CH:11]=[CH:10][C:9]=1[C@:14]([C@@H:22]1[CH2:27][CH2:26][CH2:25][N:24]([C:28]([C@H:30]2[CH2:31][C@@H:32]([NH:36][CH3:37])[C@H:33]([OH:35])[CH2:34]2)=[O:29])[CH2:23]1)([OH:21])[CH2:15][CH2:16][CH2:17][CH2:18][O:19][CH3:20]. (3) Given the reactants [Si:1]([O:8][C:9]1[CH:18]=[CH:17][CH:16]=[C:15]2[C:10]=1[CH:11]=[CH:12][C:13]([NH:19][C:20](=O)[O-])=[CH:14]2)([C:4]([CH3:7])([CH3:6])[CH3:5])([CH3:3])[CH3:2].[H-].[H-].[H-].[H-].[Li+].[Al+3].N1C=CN=C1.C([Si](Cl)(C)C)(C)(C)C, predict the reaction product. The product is: [Si:1]([O:8][C:9]1[CH:18]=[CH:17][CH:16]=[C:15]2[C:10]=1[CH:11]=[CH:12][C:13]([NH:19][CH3:20])=[CH:14]2)([C:4]([CH3:7])([CH3:6])[CH3:5])([CH3:2])[CH3:3]. (4) Given the reactants [N+:1]([C:4]1[CH:8]=[CH:7][NH:6][N:5]=1)([O-:3])=[O:2].[H-].[Na+].[CH3:11][O:12][C:13](=[O:22])[C:14]1[CH:19]=[CH:18][CH:17]=[C:16]([CH2:20]Br)[CH:15]=1, predict the reaction product. The product is: [CH3:11][O:12][C:13](=[O:22])[C:14]1[CH:19]=[CH:18][CH:17]=[C:16]([CH2:20][N:6]2[CH:7]=[CH:8][C:4]([N+:1]([O-:3])=[O:2])=[N:5]2)[CH:15]=1. (5) Given the reactants [N+](=[CH:3][C:4]([O:6][CH2:7][CH3:8])=[O:5])=[N-].[CH:9]1([C:14](=[O:16])[CH3:15])[CH2:13][CH:12]=[CH:11][CH2:10]1, predict the reaction product. The product is: [C:14]([CH:9]1[CH2:13][CH:12]2[CH:11]([CH:3]2[C:4]([O:6][CH2:7][CH3:8])=[O:5])[CH2:10]1)(=[O:16])[CH3:15]. (6) Given the reactants [C:1]([O:5][C:6]([N:8]1[C:17]2[C:12](=[CH:13][C:14]([C:18](O)=[O:19])=[CH:15][CH:16]=2)[N:11]([S:21]([C:24]2[CH:29]=[C:28]([Cl:30])[CH:27]=[CH:26][C:25]=2[O:31][CH3:32])(=[O:23])=[O:22])[CH2:10][CH2:9]1)=[O:7])([CH3:4])([CH3:3])[CH3:2].C(N(CC)CC)C.[Cl-].[CH2:41]([O:43][C:44](=[O:52])[C:45]1[CH:50]=[CH:49][C:48]([NH2:51])=[CH:47][CH:46]=1)[CH3:42], predict the reaction product. The product is: [C:1]([O:5][C:6]([N:8]1[C:17]2[C:12](=[CH:13][C:14]([C:18](=[O:19])[NH:51][C:48]3[CH:49]=[CH:50][C:45]([C:44]([O:43][CH2:41][CH3:42])=[O:52])=[CH:46][CH:47]=3)=[CH:15][CH:16]=2)[N:11]([S:21]([C:24]2[CH:29]=[C:28]([Cl:30])[CH:27]=[CH:26][C:25]=2[O:31][CH3:32])(=[O:23])=[O:22])[CH2:10][CH2:9]1)=[O:7])([CH3:4])([CH3:3])[CH3:2].